This data is from Reaction yield outcomes from USPTO patents with 853,638 reactions. The task is: Predict the reaction yield, written as a fraction of the theoretical maximum amount of product (1.0 means a 100% yield; for example, 0.34 means a 34% yield). The reactants are [CH3:1][O:2][C:3]1[C:8]([O:9][CH3:10])=[CH:7][CH:6]=[CH:5][C:4]=1[OH:11].F[C:13]1[CH:18]=[CH:17][CH:16]=[CH:15][C:14]=1[N+:19]([O-:21])=[O:20].[CH3:22][O:23][C:24]1[C:37]([O:38][CH3:39])=[CH:36][CH:35]=[CH:34][C:25]=1[O:26][C:27]1[CH:33]=[CH:32][CH:31]=[CH:30][C:28]=1[NH2:29].[NH2:40][C:41]1[S:42][CH:43]=[CH:44][N:45]=1. No catalyst specified. The product is [CH3:1][O:2][C:3]1[C:8]([O:9][CH3:10])=[CH:7][CH:6]=[CH:5][C:4]=1[O:11][C:13]1[CH:18]=[CH:17][CH:16]=[CH:15][C:14]=1[N+:19]([O-:21])=[O:20].[CH3:22][O:23][C:24]1[C:37]([O:38][CH3:39])=[CH:36][CH:35]=[CH:34][C:25]=1[O:26][C:27]1[CH:33]=[CH:32][CH:31]=[CH:30][C:28]=1[NH:29][C:4]([NH:40][C:41]1[S:42][CH:43]=[CH:44][N:45]=1)=[O:11]. The yield is 0.640.